From a dataset of Experimentally validated miRNA-target interactions with 360,000+ pairs, plus equal number of negative samples. Binary Classification. Given a miRNA mature sequence and a target amino acid sequence, predict their likelihood of interaction. (1) The miRNA is hsa-miR-6841-5p with sequence UAGGGUACUCAGAGCAAGUUGU. The protein sequence of the target gene is MEDAGGGEETPAPEAPHPPQLAPPEEQGLLFQEETIDLGGDEFGSEENETASEGSSPLADKLNEHMMESVLISDSPNSEGDAGDLGRVRDEAEPGGEGDPGPEPAGTPSPSGEADGDCAPEDAAPSSGGAPRQDAAREVPGSEAARPEQEPPVAEPVPVCTIFSQRAPPASGDGFEPQMVKSPSFGGASEASARTPPQVVQPSPSLSTFFGDTAASHSLASDFFDSFTTSAFISVSNPGAGSPAPASPPPLAVPGTEGRPEPVAMRGPQAAAPPASPEPFAHIQAVFAGSDDPFATALSM.... Result: 0 (no interaction). (2) The miRNA is hsa-miR-4463 with sequence GAGACUGGGGUGGGGCC. The protein sequence of the target gene is MAATDLERFSNAEPEPRSLSLGGHVGFDSLPDQLVSKSVTQGFSFNILCVGETGIGKSTLMNTLFNTTFETEEASHHEACVRLRPQTYDLQESNVQLKLTIVDAVGFGDQINKDESYRPIVDYIDAQFENYLQEELKIRRSLFDYHDTRIHVCLYFITPTGHSLKSLDLVTMKKLDSKVNIIPIIAKADTISKSELHKFKIKIMGELVSNGVQIYQFPTDDEAVAEINAVMNAHLPFAVVGSTEEVKVGNKLVRARQYPWGVVQVENENHCDFVKLREMLIRVNMEDLREQTHSRHYELY.... Result: 1 (interaction).